This data is from Reaction yield outcomes from USPTO patents with 853,638 reactions. The task is: Predict the reaction yield, written as a fraction of the theoretical maximum amount of product (1.0 means a 100% yield; for example, 0.34 means a 34% yield). (1) The reactants are [Br:1][C:2]1[CH:3]=[C:4]([NH:10][C:11]2[N:12]=[CH:13][C:14]([N:17]3[CH2:22][CH2:21][N:20](C(OC(C)(C)C)=O)[CH2:19][C@@H:18]3[CH3:30])=[N:15][CH:16]=2)[C:5](=[O:9])[N:6]([CH3:8])[CH:7]=1.FC(F)(F)C(O)=O. No catalyst specified. The product is [Br:1][C:2]1[CH:3]=[C:4]([NH:10][C:11]2[CH:16]=[N:15][C:14]([N:17]3[CH2:22][CH2:21][NH:20][CH2:19][C@@H:18]3[CH3:30])=[CH:13][N:12]=2)[C:5](=[O:9])[N:6]([CH3:8])[CH:7]=1. The yield is 0.970. (2) The reactants are [Si:1]([O:18][CH2:19][C:20]([NH:22][NH:23][C:24](=O)[C:25]([O:27][CH2:28][CH3:29])=[O:26])=O)([C:14]([CH3:17])([CH3:16])[CH3:15])([C:8]1[CH:13]=[CH:12][CH:11]=[CH:10][CH:9]=1)[C:2]1[CH:7]=[CH:6][CH:5]=[CH:4][CH:3]=1.COC1C=CC(P2(SP(C3C=CC(OC)=CC=3)(=S)S2)=[S:40])=CC=1. The catalyst is O1CCCC1. The product is [Si:1]([O:18][CH2:19][C:20]1[S:40][C:24]([C:25]([O:27][CH2:28][CH3:29])=[O:26])=[N:23][N:22]=1)([C:14]([CH3:17])([CH3:16])[CH3:15])([C:8]1[CH:13]=[CH:12][CH:11]=[CH:10][CH:9]=1)[C:2]1[CH:7]=[CH:6][CH:5]=[CH:4][CH:3]=1. The yield is 0.960. (3) The reactants are Br[C:2]1[CH:3]=[C:4]2[C:9](=[CH:10][CH:11]=1)[N:8]=[CH:7][C:6]([C:12](=[O:16])[CH2:13][CH2:14][CH3:15])=[C:5]2[NH:17][C@H:18]1[CH2:23][CH2:22][C@H:21]([NH:24][C:25](=[O:31])[O:26][C:27]([CH3:30])([CH3:29])[CH3:28])[CH2:20][CH2:19]1.[Cl:32][C:33]1[CH:38]=[C:37](B2OC(C)(C)C(C)(C)O2)[CH:36]=[C:35]([Cl:48])[C:34]=1[OH:49]. No catalyst specified. The product is [C:12]([C:6]1[CH:7]=[N:8][C:9]2[C:4]([C:5]=1[NH:17][C@H:18]1[CH2:23][CH2:22][C@H:21]([NH:24][C:25](=[O:31])[O:26][C:27]([CH3:30])([CH3:29])[CH3:28])[CH2:20][CH2:19]1)=[CH:3][C:2]([C:37]1[CH:38]=[C:33]([Cl:32])[C:34]([OH:49])=[C:35]([Cl:48])[CH:36]=1)=[CH:11][CH:10]=2)(=[O:16])[CH2:13][CH2:14][CH3:15]. The yield is 0.610. (4) The reactants are [CH:1]1(CN)[CH2:6][CH2:5][CH2:4][CH2:3][CH2:2]1.[N+:9]([C:12]1[CH:17]=[CH:16][CH:15]=[CH:14][C:13]=1[S:18](Cl)(=[O:20])=[O:19])([O-])=O.[N:22]1C=CC=C[CH:23]=1. The catalyst is C(OCC)(=O)C. The product is [NH2:9][C:12]1[CH:17]=[CH:16][CH:15]=[CH:14][C:13]=1[S:18]([N:22]([CH:1]1[CH2:2][CH2:3][CH2:4][CH2:5][CH2:6]1)[CH3:23])(=[O:20])=[O:19]. The yield is 0.600. (5) The reactants are FC(F)(F)C(O)=O.[CH:8]([N:11]1[C:15]([C:16]2[N:25]=[C:24]3[N:18]([CH2:19][CH2:20][O:21][C:22]4[CH:29]=[C:28]([CH:30]5[CH2:35][CH2:34][NH:33][CH2:32][CH2:31]5)[CH:27]=[CH:26][C:23]=43)[CH:17]=2)=[N:14][CH:13]=[N:12]1)([CH3:10])[CH3:9].[OH:36][C:37]([CH3:42])([CH3:41])[C:38](O)=[O:39].CCN=C=NCCCN(C)C.C1C=CC2N(O)N=NC=2C=1.CCN(C(C)C)C(C)C.C(=O)(O)[O-].[Na+]. No catalyst specified. The product is [OH:36][C:37]([CH3:42])([CH3:41])[C:38]([N:33]1[CH2:34][CH2:35][CH:30]([C:28]2[CH:27]=[CH:26][C:23]3[C:24]4[N:18]([CH:17]=[C:16]([C:15]5[N:11]([CH:8]([CH3:10])[CH3:9])[N:12]=[CH:13][N:14]=5)[N:25]=4)[CH2:19][CH2:20][O:21][C:22]=3[CH:29]=2)[CH2:31][CH2:32]1)=[O:39]. The yield is 0.430. (6) The reactants are [NH2:1][C:2]1[CH:7]=[C:6]([C:8]([F:11])([F:10])[F:9])[C:5]([Cl:12])=[CH:4][C:3]=1[NH:13][C:14]1[CH:19]=[CH:18][C:17]([CH2:20][CH2:21][OH:22])=[CH:16][CH:15]=1.[N:23]1[CH:28]=[CH:27][CH:26]=[CH:25][C:24]=1[CH:29]=O.CCO. The catalyst is CCOC(C)=O. The product is [Cl:12][C:5]1[C:6]([C:8]([F:10])([F:11])[F:9])=[CH:7][C:2]2[N:1]=[C:29]([C:24]3[CH:25]=[CH:26][CH:27]=[CH:28][N:23]=3)[N:13]([C:14]3[CH:19]=[CH:18][C:17]([CH2:20][CH2:21][OH:22])=[CH:16][CH:15]=3)[C:3]=2[CH:4]=1. The yield is 0.520. (7) The reactants are C(O)(=O)C.[N+:5]([C:8]1[CH:9]=[C:10]([N:14]2[C:18]([C:19]3[CH:24]=[CH:23][CH:22]=[CH:21][CH:20]=3)=[CH:17][C:16]([C:25]([F:28])([F:27])[F:26])=[N:15]2)[CH:11]=[CH:12][CH:13]=1)([O-])=O. The catalyst is [Pd].C(O)C. The product is [NH2:5][C:8]1[CH:9]=[C:10]([N:14]2[C:18]([C:19]3[CH:24]=[CH:23][CH:22]=[CH:21][CH:20]=3)=[CH:17][C:16]([C:25]([F:28])([F:27])[F:26])=[N:15]2)[CH:11]=[CH:12][CH:13]=1. The yield is 0.914.